Dataset: Catalyst prediction with 721,799 reactions and 888 catalyst types from USPTO. Task: Predict which catalyst facilitates the given reaction. (1) Reactant: [OH:1][C:2]1[C:3]([CH:11]2[C:19]3[C:14](=[N:15][CH:16]=[CH:17][CH:18]=3)[N:13]([CH2:20][CH2:21][CH2:22][CH2:23][CH3:24])[C:12]2=[O:25])=[CH:4][C:5]2[O:9][CH2:8][O:7][C:6]=2[CH:10]=1.C(N(CC)CC)C.Cl[Si](C)(C)C.[CH2:38]=[O:39].FC(F)(F)S([O-])(=O)=O.[Yb+3].FC(F)(F)S([O-])(=O)=O.FC(F)(F)S([O-])(=O)=O. Product: [OH:1][C:2]1[C:3]([C:11]2([CH2:38][OH:39])[C:19]3[C:14](=[N:15][CH:16]=[CH:17][CH:18]=3)[N:13]([CH2:20][CH2:21][CH2:22][CH2:23][CH3:24])[C:12]2=[O:25])=[CH:4][C:5]2[O:9][CH2:8][O:7][C:6]=2[CH:10]=1. The catalyst class is: 4. (2) Reactant: [NH2:1][C:2]1[C:3]([NH:31][CH3:32])=[CH:4][C:5]([C:10]2[CH:26]=[CH:25][C:13]([O:14][CH2:15][CH2:16][NH:17][C:18](=[O:24])[O:19][C:20]([CH3:23])([CH3:22])[CH3:21])=[C:12]([C:27]([F:30])([F:29])[F:28])[CH:11]=2)=[N:6][C:7]=1[C:8]#[N:9].Cl.[N:34]([O-])=O.[Na+]. Product: [C:8]([C:7]1[C:2]2[N:1]=[N:34][N:31]([CH3:32])[C:3]=2[CH:4]=[C:5]([C:10]2[CH:26]=[CH:25][C:13]([O:14][CH2:15][CH2:16][NH:17][C:18](=[O:24])[O:19][C:20]([CH3:23])([CH3:22])[CH3:21])=[C:12]([C:27]([F:28])([F:29])[F:30])[CH:11]=2)[N:6]=1)#[N:9]. The catalyst class is: 38.